This data is from Catalyst prediction with 721,799 reactions and 888 catalyst types from USPTO. The task is: Predict which catalyst facilitates the given reaction. Reactant: [C:1]([C:4]1[CH:13]=[CH:12][C:7]2[NH:8][C:9](=[O:11])[NH:10][C:6]=2[CH:5]=1)(=[O:3])[CH3:2].Cl[C:15]([O:17][CH2:18][CH:19]=[CH2:20])=[O:16].S([O-])(O)(=O)=O.[K+]. Product: [C:1]([C:4]1[CH:13]=[CH:12][C:7]2[N:8]([C:15]([O:17][CH2:18][CH:19]=[CH2:20])=[O:16])[C:9](=[O:11])[N:10]([C:15]([O:17][CH2:18][CH:19]=[CH2:20])=[O:16])[C:6]=2[CH:5]=1)(=[O:3])[CH3:2]. The catalyst class is: 3.